From a dataset of Forward reaction prediction with 1.9M reactions from USPTO patents (1976-2016). Predict the product of the given reaction. (1) Given the reactants [CH:1]1[C:13]2[CH:12]([CH2:14][O:15][C:16]([NH:18][C@@H:19]([CH:64]([CH3:66])[CH3:65])[C:20]([NH:22][C@@H:23]([CH2:57][CH2:58][CH2:59][NH:60][C:61]([NH2:63])=[O:62])[C:24]([NH:26][C:27]3[CH:56]=[CH:55][C:30]([CH2:31][O:32][C:33]4[C:34]5[CH:54]=[CH:53][CH:52]=[CH:51][C:35]=5[C:36]5[C@H:37]([CH2:49][Cl:50])[CH2:38][N:39](C(OC(C)(C)C)=O)[C:40]=5[CH:41]=4)=[CH:29][CH:28]=3)=[O:25])=[O:21])=[O:17])[C:11]3[C:6](=[CH:7][CH:8]=[CH:9][CH:10]=3)[C:5]=2[CH:4]=[CH:3][CH:2]=1.N, predict the reaction product. The product is: [Cl:50][CH2:49][C@H:37]1[C:36]2[C:35]3[CH:51]=[CH:52][CH:53]=[CH:54][C:34]=3[C:33]([O:32][CH2:31][C:30]3[CH:29]=[CH:28][C:27]([NH:26][C:24](=[O:25])[C@@H:23]([NH:22][C:20](=[O:21])[C@@H:19]([NH:18][C:16](=[O:17])[O:15][CH2:14][CH:12]4[C:11]5[CH:10]=[CH:9][CH:8]=[CH:7][C:6]=5[C:5]5[C:13]4=[CH:1][CH:2]=[CH:3][CH:4]=5)[CH:64]([CH3:66])[CH3:65])[CH2:57][CH2:58][CH2:59][NH:60][C:61]([NH2:63])=[O:62])=[CH:56][CH:55]=3)=[CH:41][C:40]=2[NH:39][CH2:38]1. (2) Given the reactants [C:1]([O:5][C:6](=[O:29])[CH2:7][CH2:8][C@H:9]([NH2:28])[C:10](=[O:27])[N:11]1[CH2:16][CH2:15][N:14]([C:17]2[CH:22]=[CH:21][CH:20]=[C:19]([C:23]([F:26])([F:25])[F:24])[CH:18]=2)[CH2:13][CH2:12]1)([CH3:4])([CH3:3])[CH3:2].C1C=CC2N(O)N=NC=2C=1.[OH:40][C:41]1[N:45]([C:46]2[CH:51]=[CH:50][CH:49]=[CH:48][CH:47]=2)[N:44]=[C:43]([C:52](O)=[O:53])[CH:42]=1.CCN(C(C)C)C(C)C, predict the reaction product. The product is: [C:1]([O:5][C:6](=[O:29])[CH2:7][CH2:8][C@H:9]([NH:28][C:52]([C:43]1[CH:42]=[C:41]([OH:40])[N:45]([C:46]2[CH:47]=[CH:48][CH:49]=[CH:50][CH:51]=2)[N:44]=1)=[O:53])[C:10](=[O:27])[N:11]1[CH2:16][CH2:15][N:14]([C:17]2[CH:22]=[CH:21][CH:20]=[C:19]([C:23]([F:25])([F:26])[F:24])[CH:18]=2)[CH2:13][CH2:12]1)([CH3:4])([CH3:2])[CH3:3]. (3) Given the reactants [Cl:1][C:2]1[CH:3]=[C:4]([C:8]2[N:9]([CH2:21][C:22]3[CH:27]=[C:26]([Cl:28])[CH:25]=[CH:24][C:23]=3[Cl:29])[C:10]([C:17]([O:19][CH3:20])=[O:18])=[C:11]([C:13](OC)=[O:14])[N:12]=2)[CH:5]=[N:6][CH:7]=1.[H-].C([Al+]CC(C)C)C(C)C, predict the reaction product. The product is: [Cl:1][C:2]1[CH:3]=[C:4]([C:8]2[N:9]([CH2:21][C:22]3[CH:27]=[C:26]([Cl:28])[CH:25]=[CH:24][C:23]=3[Cl:29])[C:10]([C:17]([O:19][CH3:20])=[O:18])=[C:11]([CH2:13][OH:14])[N:12]=2)[CH:5]=[N:6][CH:7]=1. (4) Given the reactants Br[C:2]1[CH:3]=[C:4]2[C:24](=[CH:25][CH:26]=1)[C:8]1[NH:9][C:10]([C@@H:12]3[CH2:16][CH2:15][CH2:14][N:13]3[C:17]([O:19][C:20]([CH3:23])([CH3:22])[CH3:21])=[O:18])=[N:11][C:7]=1[CH2:6][CH2:5]2.[B:27]1([B:27]2[O:31][C:30]([CH3:33])([CH3:32])[C:29]([CH3:35])([CH3:34])[O:28]2)[O:31][C:30]([CH3:33])([CH3:32])[C:29]([CH3:35])([CH3:34])[O:28]1.CC([O-])=O.[K+], predict the reaction product. The product is: [CH3:34][C:29]1([CH3:35])[C:30]([CH3:33])([CH3:32])[O:31][B:27]([C:2]2[CH:3]=[C:4]3[C:24](=[CH:25][CH:26]=2)[C:8]2[NH:9][C:10]([C@@H:12]4[CH2:16][CH2:15][CH2:14][N:13]4[C:17]([O:19][C:20]([CH3:23])([CH3:22])[CH3:21])=[O:18])=[N:11][C:7]=2[CH2:6][CH2:5]3)[O:28]1. (5) Given the reactants Br[C:2]1[CH:7]2[O:8][CH:4]([CH2:5][CH2:6]2)[C:3]=1[C:9]([O:11][CH3:12])=[O:10].CC1(C)C(C)(C)OB([C:21]2[CH:26]=[CH:25][CH:24]=[C:23]([C:27]([F:30])([F:29])[F:28])[N:22]=2)O1.C(=O)([O-])[O-].[Na+].[Na+], predict the reaction product. The product is: [F:28][C:27]([F:30])([F:29])[C:23]1[N:22]=[C:21]([C:2]2[CH:7]3[O:8][CH:4]([CH2:5][CH2:6]3)[C:3]=2[C:9]([O:11][CH3:12])=[O:10])[CH:26]=[CH:25][CH:24]=1. (6) Given the reactants NO[CH:3]1[CH2:8][CH2:7][CH2:6]CO1.C1CN([P+]([O:25][N:26]2N=N[C:28]3[CH:29]=CC=C[C:27]2=3)(N2CCCC2)N2CCCC2)CC1.F[P-](F)(F)(F)(F)F.[C:42]1([S:48](Cl)(=[O:50])=[O:49])[CH:47]=[CH:46][CH:45]=[CH:44][CH:43]=1.[OH-].[K+].C(O)(C(F)(F)F)=[O:55].CC[N:63]([CH2:66][CH3:67])[CH2:64][CH3:65], predict the reaction product. The product is: [C:42]1([S:48]([N:63]2[C:64]3[C:65](=[CH:3][CH:8]=[CH:7][CH:6]=3)[C:67]([CH:29]=[CH:28][C:27]([NH:26][OH:25])=[O:55])=[CH:66]2)(=[O:50])=[O:49])[CH:47]=[CH:46][CH:45]=[CH:44][CH:43]=1. (7) Given the reactants [NH2:1][CH2:2][C:3]1[CH:8]=[CH:7][C:6]([OH:9])=[CH:5][CH:4]=1.CCN(CC)CC.[CH3:17][C:18]([O:21][C:22](O[C:22]([O:21][C:18]([CH3:20])([CH3:19])[CH3:17])=[O:23])=[O:23])([CH3:20])[CH3:19], predict the reaction product. The product is: [OH:9][C:6]1[CH:7]=[CH:8][C:3]([CH2:2][NH:1][C:22](=[O:23])[O:21][C:18]([CH3:20])([CH3:19])[CH3:17])=[CH:4][CH:5]=1. (8) Given the reactants [Li+].CCC[CH2-].[C:6]([O:10][C:11]([NH:13][C:14]1[CH:15]=[CH:16][C:17]([F:38])=[C:18]([C@:20]2([CH3:37])[CH2:25][N:24]3[CH:26]=[CH:27][N:28]=[C:23]3[C:22]([NH:29][C:30](=[O:36])[O:31][C:32]([CH3:35])([CH3:34])[CH3:33])=[N:21]2)[CH:19]=1)=[O:12])([CH3:9])([CH3:8])[CH3:7].[CH2:39]=[O:40], predict the reaction product. The product is: [C:6]([O:10][C:11]([NH:13][C:14]1[CH:15]=[CH:16][C:17]([F:38])=[C:18]([C@:20]2([CH3:37])[CH2:25][N:24]3[C:26]([CH2:39][OH:40])=[CH:27][N:28]=[C:23]3[C:22]([NH:29][C:30](=[O:36])[O:31][C:32]([CH3:35])([CH3:34])[CH3:33])=[N:21]2)[CH:19]=1)=[O:12])([CH3:9])([CH3:7])[CH3:8]. (9) Given the reactants [CH3:1][C:2]1[CH:27]=[C:26]([NH:28][CH3:29])[CH:25]=[CH:24][C:3]=1[O:4][C:5]1[N:10]=[CH:9][C:8]([NH:11][C:12](=[O:23])[C:13]2[CH:18]=[CH:17][C:16]([C:19]([F:22])([F:21])[F:20])=[CH:15][CH:14]=2)=[CH:7][CH:6]=1.[ClH:30], predict the reaction product. The product is: [ClH:30].[CH3:1][C:2]1[CH:27]=[C:26]([NH:28][CH3:29])[CH:25]=[CH:24][C:3]=1[O:4][C:5]1[N:10]=[CH:9][C:8]([NH:11][C:12](=[O:23])[C:13]2[CH:14]=[CH:15][C:16]([C:19]([F:22])([F:20])[F:21])=[CH:17][CH:18]=2)=[CH:7][CH:6]=1.